Dataset: Forward reaction prediction with 1.9M reactions from USPTO patents (1976-2016). Task: Predict the product of the given reaction. (1) Given the reactants BrC1C=C[C:5](NCC(OC)=O)=[N:6]C=1.[Cl:14][C:15]1[CH:23]=[C:22]2[C:18]([C:19]([CH:25]=O)=[CH:20][N:21]2[CH3:24])=[CH:17][CH:16]=1.CN1C2C(=CC=CC=2)C(C)=C1C=O, predict the reaction product. The product is: [Cl:14][C:15]1[CH:23]=[C:22]2[C:18]([C:19]([CH2:25][NH:6][CH3:5])=[CH:20][N:21]2[CH3:24])=[CH:17][CH:16]=1. (2) Given the reactants [CH3:1][O:2][C:3]1[CH:9]=[C:8]([O:10][C:11]2[C:12]3[N:19]([CH3:20])[CH:18]=[CH:17][C:13]=3[N:14]=[CH:15][N:16]=2)[CH:7]=[CH:6][C:4]=1[NH2:5].C(N(CC)CC)C.[F:28][C:29]([F:40])([F:39])[C:30]1[CH:31]=[C:32]([N:36]=[C:37]=[O:38])[CH:33]=[CH:34][CH:35]=1, predict the reaction product. The product is: [CH3:1][O:2][C:3]1[CH:9]=[C:8]([O:10][C:11]2[C:12]3[N:19]([CH3:20])[CH:18]=[CH:17][C:13]=3[N:14]=[CH:15][N:16]=2)[CH:7]=[CH:6][C:4]=1[NH:5][C:37]([NH:36][C:32]1[CH:33]=[CH:34][CH:35]=[C:30]([C:29]([F:28])([F:39])[F:40])[CH:31]=1)=[O:38]. (3) Given the reactants [Cl:1][C:2]1[C:11]2[C:6](=[CH:7][C:8]([OH:14])=[C:9]([O:12][CH3:13])[CH:10]=2)[N:5]=[CH:4][N:3]=1.O[CH2:16][C@H:17]1[CH2:22][CH2:21][CH2:20][N:19]([C:23]([O-:25])=[O:24])[CH2:18]1, predict the reaction product. The product is: [Cl:1][C:2]1[C:11]2[C:6](=[CH:7][C:8]([O:14][CH2:16][C@H:17]3[CH2:22][CH2:21][CH2:20][N:19]([C:23]([O:25][C:11]([CH3:6])([CH3:2])[CH3:10])=[O:24])[CH2:18]3)=[C:9]([O:12][CH3:13])[CH:10]=2)[N:5]=[CH:4][N:3]=1. (4) Given the reactants C([O:8][C:9](=O)[NH:10][C:11]1[S:15][C:14]2[C:16]([C:22]3[CH:27]=[CH:26][CH:25]=[CH:24][CH:23]=3)=[CH:17][CH:18]=[C:19]([O:20][CH3:21])[C:13]=2[CH:12]=1)C1C=CC=CC=1.[NH:29]1[CH2:34][CH2:33][S:32][CH2:31][CH2:30]1, predict the reaction product. The product is: [CH3:21][O:20][C:19]1[C:13]2[CH:12]=[C:11]([NH:10][C:9]([N:29]3[CH2:34][CH2:33][S:32][CH2:31][CH2:30]3)=[O:8])[S:15][C:14]=2[C:16]([C:22]2[CH:27]=[CH:26][CH:25]=[CH:24][CH:23]=2)=[CH:17][CH:18]=1.